The task is: Predict the reaction yield, written as a fraction of the theoretical maximum amount of product (1.0 means a 100% yield; for example, 0.34 means a 34% yield).. This data is from Reaction yield outcomes from USPTO patents with 853,638 reactions. (1) The reactants are [C:1]([C:4]1[N:9]=[C:8]([C:10]2[CH:15]=[CH:14][C:13]([C:16]3[CH:21]=[CH:20][C:19]([CH2:22][C:23]([O:25][CH3:26])=[O:24])=[CH:18][C:17]=3[Cl:27])=[C:12]([F:28])[CH:11]=2)[C:7]([CH3:29])=[N:6][C:5]=1[CH3:30])(=[O:3])[NH2:2].[C:31](=O)([O-])[O-:32].[K+].[K+].C=O.Cl. The catalyst is CN(C=O)C.C(OCC)(=O)C.O. The product is [C:1]([C:4]1[N:9]=[C:8]([C:10]2[CH:15]=[CH:14][C:13]([C:16]3[CH:21]=[CH:20][C:19]([CH:22]([CH2:31][OH:32])[C:23]([O:25][CH3:26])=[O:24])=[CH:18][C:17]=3[Cl:27])=[C:12]([F:28])[CH:11]=2)[C:7]([CH3:29])=[N:6][C:5]=1[CH3:30])(=[O:3])[NH2:2]. The yield is 0.740. (2) The reactants are [C:1]([C:9](=[CH:15]OCC)[C:10]([O:12][CH2:13][CH3:14])=[O:11])(=[O:8])[C:2]1[CH:7]=[CH:6][CH:5]=[CH:4][CH:3]=1.[F:19][C:20]([F:29])([F:28])[C:21]1[CH:27]=[CH:26][CH:25]=[CH:24][C:22]=1[NH2:23]. The catalyst is C1(C)C=CC=CC=1. The product is [C:1]([C:9](=[CH:15][NH:23][C:22]1[CH:24]=[CH:25][CH:26]=[CH:27][C:21]=1[C:20]([F:19])([F:28])[F:29])[C:10]([O:12][CH2:13][CH3:14])=[O:11])(=[O:8])[C:2]1[CH:3]=[CH:4][CH:5]=[CH:6][CH:7]=1. The yield is 0.990.